From a dataset of Catalyst prediction with 721,799 reactions and 888 catalyst types from USPTO. Predict which catalyst facilitates the given reaction. (1) Reactant: [CH2:1]([O:8][C:9]1[C:29](=[O:30])[N:13]2[CH2:14][CH:15]3[CH2:20][CH2:19][C:18]([NH:21][C:22](=[O:28])[C:23]([N:25]([CH3:27])[CH3:26])=[O:24])([C:12]2=[N:11][C:10]=1[C:31](=[O:44])[NH:32][CH2:33][C:34](=O)[CH2:35][C:36]1[CH:41]=[CH:40][C:39]([F:42])=[CH:38][CH:37]=1)[CH2:17][CH2:16]3)[C:2]1[CH:7]=[CH:6][CH:5]=[CH:4][CH:3]=1.CC[N+](S(N=C(OC)[O-])(=O)=O)(CC)CC. Product: [CH2:1]([O:8][C:9]1[C:29](=[O:30])[N:13]2[CH2:14][CH:15]3[CH2:20][CH2:19][C:18]([NH:21][C:22](=[O:28])[C:23]([N:25]([CH3:26])[CH3:27])=[O:24])([C:12]2=[N:11][C:10]=1[C:31]1[O:44][C:34]([CH2:35][C:36]2[CH:37]=[CH:38][C:39]([F:42])=[CH:40][CH:41]=2)=[CH:33][N:32]=1)[CH2:17][CH2:16]3)[C:2]1[CH:7]=[CH:6][CH:5]=[CH:4][CH:3]=1. The catalyst class is: 1. (2) Reactant: [CH2:1]([N:8]1[CH2:13][CH2:12][C:11]([CH2:34][CH2:35][N:36]2[CH2:41][CH2:40][CH:39]([N:42]([C:50]3[CH:55]=[CH:54][C:53]([CH3:56])=[CH:52][CH:51]=3)[C:43]([C:45]3[O:46][CH:47]=[CH:48][CH:49]=3)=[O:44])[CH2:38][CH2:37]2)([CH2:14][CH2:15][O:16][Si](C(C)(C)C)(C2C=CC=CC=2)C2C=CC=CC=2)[CH2:10][CH2:9]1)[C:2]1[CH:7]=[CH:6][CH:5]=[CH:4][CH:3]=1.[F-].C([N+](CCCC)(CCCC)CCCC)CCC.O1CCCC1.C(=O)(O)[O-].[Na+]. Product: [CH2:1]([N:8]1[CH2:9][CH2:10][C:11]([CH2:34][CH2:35][N:36]2[CH2:37][CH2:38][CH:39]([N:42]([C:50]3[CH:55]=[CH:54][C:53]([CH3:56])=[CH:52][CH:51]=3)[C:43]([C:45]3[O:46][CH:47]=[CH:48][CH:49]=3)=[O:44])[CH2:40][CH2:41]2)([CH2:14][CH2:15][OH:16])[CH2:12][CH2:13]1)[C:2]1[CH:3]=[CH:4][CH:5]=[CH:6][CH:7]=1. The catalyst class is: 7. (3) Reactant: CON(C)[C:4](=[O:14])[CH2:5][NH:6][C:7](=[O:13])[O:8][C:9]([CH3:12])([CH3:11])[CH3:10].[S:16]1[CH:20]=[CH:19][C:18]([Mg]I)=[CH:17]1.[NH4+].[Cl-]. Product: [O:14]=[C:4]([C:18]1[CH:19]=[CH:20][S:16][CH:17]=1)[CH2:5][NH:6][C:7](=[O:13])[O:8][C:9]([CH3:10])([CH3:11])[CH3:12]. The catalyst class is: 1. (4) Product: [NH2:1][C:2]1[N:7]=[CH:6][N:5]=[C:4]2[N:8]([CH:20]3[CH2:25][CH2:24][N:23]([C:26]([O:28][CH2:29][C:30]4[CH:31]=[CH:32][CH:33]=[CH:34][CH:35]=4)=[O:27])[CH2:22][CH2:21]3)[N:9]=[C:10]([C:11]3[CH:16]=[CH:15][C:14]([NH:17][C:45]([C@@H:43]4[CH2:44][C@H:42]4[C:36]4[CH:41]=[CH:40][CH:39]=[CH:38][CH:37]=4)=[O:46])=[C:13]([O:18][CH3:19])[CH:12]=3)[C:3]=12. Reactant: [NH2:1][C:2]1[N:7]=[CH:6][N:5]=[C:4]2[N:8]([CH:20]3[CH2:25][CH2:24][N:23]([C:26]([O:28][CH2:29][C:30]4[CH:35]=[CH:34][CH:33]=[CH:32][CH:31]=4)=[O:27])[CH2:22][CH2:21]3)[N:9]=[C:10]([C:11]3[CH:16]=[CH:15][C:14]([NH2:17])=[C:13]([O:18][CH3:19])[CH:12]=3)[C:3]=12.[C:36]1([C@@H:42]2[CH2:44][C@H:43]2[C:45](Cl)=[O:46])[CH:41]=[CH:40][CH:39]=[CH:38][CH:37]=1. The catalyst class is: 17. (5) Reactant: [C:1]1([C:39]2[CH:44]=[CH:43][C:42]([C:45]3[CH:54]=[CH:53][C:48]([C:49]([O:51]C)=[O:50])=[CH:47][CH:46]=3)=[CH:41][CH:40]=2)[CH:6]=[C:5]([C:7]2[CH:12]=[CH:11][C:10]([C:13]3[CH:22]=[CH:21][C:16]([C:17]([O:19]C)=[O:18])=[CH:15][CH:14]=3)=[CH:9][CH:8]=2)[CH:4]=[C:3]([C:23]2[CH:28]=[CH:27][C:26]([C:29]3[CH:38]=[CH:37][C:32]([C:33]([O:35]C)=[O:34])=[CH:31][CH:30]=3)=[CH:25][CH:24]=2)[CH:2]=1.[OH-].[Na+].C1COCC1.O. Product: [C:1]1([C:39]2[CH:44]=[CH:43][C:42]([C:45]3[CH:46]=[CH:47][C:48]([C:49]([OH:51])=[O:50])=[CH:53][CH:54]=3)=[CH:41][CH:40]=2)[CH:6]=[C:5]([C:7]2[CH:8]=[CH:9][C:10]([C:13]3[CH:14]=[CH:15][C:16]([C:17]([OH:19])=[O:18])=[CH:21][CH:22]=3)=[CH:11][CH:12]=2)[CH:4]=[C:3]([C:23]2[CH:24]=[CH:25][C:26]([C:29]3[CH:38]=[CH:37][C:32]([C:33]([OH:35])=[O:34])=[CH:31][CH:30]=3)=[CH:27][CH:28]=2)[CH:2]=1. The catalyst class is: 5. (6) Product: [CH:3]([O:25][CH:20]([CH3:19])[CH3:15])([CH3:4])[CH3:8].[NH2:1][C:2]1[CH:11]=[C:10]([Cl:12])[C:9]([C:18]2[CH:19]=[CH:20][C:15]([Br:14])=[CH:16][CH:17]=2)=[CH:8][C:3]=1[C:4]([O:6][CH3:7])=[O:5]. Reactant: [NH2:1][C:2]1[CH:11]=[C:10]([Cl:12])[C:9](I)=[CH:8][C:3]=1[C:4]([O:6][CH3:7])=[O:5].[Br:14][C:15]1[CH:20]=[CH:19][C:18](B(O)O)=[CH:17][CH:16]=1.C(=O)([O-])[O-:25].[Na+].[Na+]. The catalyst class is: 755. (7) Reactant: [F:1][C:2]1[C:10]([N+:11]([O-:13])=[O:12])=[CH:9][CH:8]=[C:7]([F:14])[C:3]=1C(O)=O.ClCCl.[C:18](Cl)(=[O:22])C(Cl)=O.[N-:24]=[N+]=[N-].[Na+].[C:28]([OH:32])([CH3:31])([CH3:30])[CH3:29]. Product: [C:28]([O:32][C:18](=[O:22])[NH:24][C:3]1[C:7]([F:14])=[CH:8][CH:9]=[C:10]([N+:11]([O-:13])=[O:12])[C:2]=1[F:1])([CH3:31])([CH3:30])[CH3:29]. The catalyst class is: 9. (8) Reactant: [OH:1][C@@H:2]([C:32]1[CH:36]=[CH:35][N:34](COCC[Si](C)(C)C)[N:33]=1)[CH2:3][C@H:4]1[CH2:15][CH2:14][C:13]2[S:12][C:11]3[N:10]=[CH:9][N:8]=[C:7]([O:16][CH:17]4[CH2:22][CH2:21][CH:20]([N:23](C)[C:24](=O)OC(C)(C)C)[CH2:19][CH2:18]4)[C:6]=3[C:5]1=2.[ClH:45]. Product: [ClH:45].[CH3:24][NH:23][CH:20]1[CH2:19][CH2:18][CH:17]([O:16][C:7]2[C:6]3[C:5]4[C@@H:4]([CH2:3][C@H:2]([C:32]5[CH:36]=[CH:35][NH:34][N:33]=5)[OH:1])[CH2:15][CH2:14][C:13]=4[S:12][C:11]=3[N:10]=[CH:9][N:8]=2)[CH2:22][CH2:21]1. The catalyst class is: 4. (9) Reactant: [CH3:1][C:2]1[NH:7][C:6](=[O:8])[C:5]([C:9]#[N:10])=[C:4]([CH2:11][CH2:12][CH3:13])[CH:3]=1.N. Product: [NH2:10][CH2:9][C:5]1[C:6](=[O:8])[NH:7][C:2]([CH3:1])=[CH:3][C:4]=1[CH2:11][CH2:12][CH3:13]. The catalyst class is: 94. (10) Reactant: CS[C:3]1[CH:8]=[CH:7][CH:6]=[CH:5][C:4]=1[NH:9][C:10]1[C:11]2[C:18]([CH3:19])=[CH:17][S:16][C:12]=2[N:13]=[CH:14][N:15]=1.O[O:21][S:22]([O-:24])=O.[K+].[C:26]([O-])(O)=O.[Na+]. Product: [CH3:26][S:22]([C:3]1[CH:8]=[CH:7][CH:6]=[CH:5][C:4]=1[NH:9][C:10]1[C:11]2[C:18]([CH3:19])=[CH:17][S:16][C:12]=2[N:13]=[CH:14][N:15]=1)(=[O:24])=[O:21]. The catalyst class is: 38.